Dataset: Catalyst prediction with 721,799 reactions and 888 catalyst types from USPTO. Task: Predict which catalyst facilitates the given reaction. (1) Reactant: [F:1][C:2]([F:6])([F:5])[CH2:3][OH:4].C(=O)([O-])[O-].[Cs+].[Cs+].[C:13]([C:15]1([NH:18][C:19]([C@@H:21]2[CH2:25][C@@H:24]([S:26]([C:29]3[CH:34]=[CH:33][C:32](F)=[CH:31][C:30]=3[C:36]([F:39])([F:38])[F:37])(=[O:28])=[O:27])[CH2:23][N:22]2[C:40]2[N:41]([CH:46]3[CH2:49][CH2:48][CH2:47]3)[N:42]=[C:43]([CH3:45])[CH:44]=2)=[O:20])[CH2:17][CH2:16]1)#[N:14]. Product: [C:13]([C:15]1([NH:18][C:19]([C@@H:21]2[CH2:25][C@@H:24]([S:26]([C:29]3[CH:34]=[CH:33][C:32]([O:4][CH2:3][C:2]([F:6])([F:5])[F:1])=[CH:31][C:30]=3[C:36]([F:37])([F:39])[F:38])(=[O:27])=[O:28])[CH2:23][N:22]2[C:40]2[N:41]([CH:46]3[CH2:49][CH2:48][CH2:47]3)[N:42]=[C:43]([CH3:45])[CH:44]=2)=[O:20])[CH2:17][CH2:16]1)#[N:14]. The catalyst class is: 3. (2) Reactant: [Cl:1][C:2]1[CH:7]=[C:6]([NH2:8])[CH:5]=[C:4]([Cl:9])[C:3]=1[C:10]1[CH:15]=[CH:14][C:13]([F:16])=[CH:12][CH:11]=1.N1([C:22](N2C=CN=C2)=[S:23])C=CN=C1. Product: [Cl:1][C:2]1[CH:7]=[C:6]([N:8]=[C:22]=[S:23])[CH:5]=[C:4]([Cl:9])[C:3]=1[C:10]1[CH:11]=[CH:12][C:13]([F:16])=[CH:14][CH:15]=1. The catalyst class is: 2. (3) Reactant: C(O)(C(F)(F)F)=O.[F:8][C:9]1[CH:38]=[C:37]([NH:39][S:40]([C:43]2[CH:48]=[CH:47][C:46]([N:49]3[CH:53]=[CH:52][CH:51]=[CH:50]3)=[CH:45][CH:44]=2)(=[O:42])=[O:41])[CH:36]=[C:35]([F:54])[C:10]=1[C:11]([NH:13][C@H:14]([C:31]([O:33]C)=[O:32])[CH2:15][C:16]1[CH:21]=[CH:20][C:19]([N:22]2[C:27](=[O:28])[CH:26]=[CH:25][N:24]([CH3:29])[C:23]2=[O:30])=[CH:18][CH:17]=1)=[O:12].Cl.O1CCOCC1. Product: [F:8][C:9]1[CH:38]=[C:37]([NH:39][S:40]([C:43]2[CH:48]=[CH:47][C:46]([N:49]3[CH:53]=[CH:52][CH:51]=[CH:50]3)=[CH:45][CH:44]=2)(=[O:41])=[O:42])[CH:36]=[C:35]([F:54])[C:10]=1[C:11]([NH:13][C@H:14]([C:31]([OH:33])=[O:32])[CH2:15][C:16]1[CH:21]=[CH:20][C:19]([N:22]2[C:27](=[O:28])[CH:26]=[CH:25][N:24]([CH3:29])[C:23]2=[O:30])=[CH:18][CH:17]=1)=[O:12]. The catalyst class is: 6. (4) Reactant: O.NN.[N:4]1([C:14]([C:16]2[CH:20]=[C:19]([N:21]3C(=O)C4C(=CC=CC=4)C3=O)[S:18][N:17]=2)=[O:15])[C@@H:13]2[C@@H:8]([CH2:9][CH2:10][CH2:11][CH2:12]2)[CH2:7][CH2:6][CH2:5]1. Product: [NH2:21][C:19]1[S:18][N:17]=[C:16]([C:14]([N:4]2[C@@H:13]3[C@@H:8]([CH2:9][CH2:10][CH2:11][CH2:12]3)[CH2:7][CH2:6][CH2:5]2)=[O:15])[CH:20]=1. The catalyst class is: 8. (5) Reactant: [NH2:1][C:2]1[CH:7]=[CH:6][C:5]([C@@H:8]2[CH2:10][C@H:9]2[N:11]([CH2:19][CH:20]2[CH2:22][CH2:21]2)[C:12](=[O:18])[O:13][C:14]([CH3:17])([CH3:16])[CH3:15])=[CH:4][CH:3]=1.C(N(CC)CC)C.[C:30]1(=O)[O:35][C:33](=[O:34])[C:32]2=[CH:36][CH:37]=[CH:38][CH:39]=[C:31]12. Product: [CH:20]1([CH2:19][N:11]([C@@H:9]2[CH2:10][C@H:8]2[C:5]2[CH:6]=[CH:7][C:2]([N:1]3[C:33](=[O:34])[C:32]4[C:31](=[CH:39][CH:38]=[CH:37][CH:36]=4)[C:30]3=[O:35])=[CH:3][CH:4]=2)[C:12](=[O:18])[O:13][C:14]([CH3:17])([CH3:16])[CH3:15])[CH2:22][CH2:21]1. The catalyst class is: 1. (6) Reactant: C([O:3][C:4]([C:6]1([C:10]2[CH:15]=[C:14]([O:16][CH2:17][C:18]([F:21])([F:20])[F:19])[C:13]([C:22]3[CH:27]=[CH:26][C:25]([C:28]([F:31])([F:30])[F:29])=[CH:24][CH:23]=3)=[C:12]([Cl:32])[CH:11]=2)[CH2:9][CH2:8][CH2:7]1)=[O:5])C.[Li+].[OH-]. Product: [Cl:32][C:12]1[CH:11]=[C:10]([C:6]2([C:4]([OH:5])=[O:3])[CH2:7][CH2:8][CH2:9]2)[CH:15]=[C:14]([O:16][CH2:17][C:18]([F:20])([F:21])[F:19])[C:13]=1[C:22]1[CH:23]=[CH:24][C:25]([C:28]([F:29])([F:30])[F:31])=[CH:26][CH:27]=1. The catalyst class is: 200. (7) Reactant: CS(O[CH2:6][CH2:7][S:8][C:9]1[CH:14]=[CH:13][CH:12]=[C:11]([NH:15][C:16]2[C:21]([Cl:22])=[CH:20][N:19]=[C:18]([Cl:23])[N:17]=2)[CH:10]=1)(=O)=O.C(=O)([O-])[O-].[K+].[K+].[NH2:30][C:31]1[CH:32]=[C:33]([NH:37][C:38](=[O:44])[O:39][C:40]([CH3:43])([CH3:42])[CH3:41])[CH:34]=[CH:35][CH:36]=1. Product: [Cl:23][C:18]1[N:17]=[C:16]([NH:15][C:11]2[CH:10]=[C:9]([S:8][CH2:7][CH2:6][NH:30][C:31]3[CH:32]=[C:33]([NH:37][C:38](=[O:44])[O:39][C:40]([CH3:42])([CH3:41])[CH3:43])[CH:34]=[CH:35][CH:36]=3)[CH:14]=[CH:13][CH:12]=2)[C:21]([Cl:22])=[CH:20][N:19]=1. The catalyst class is: 9.